From a dataset of Full USPTO retrosynthesis dataset with 1.9M reactions from patents (1976-2016). Predict the reactants needed to synthesize the given product. (1) Given the product [F:4][C:5]1[C:6]([C:13]2[CH:22]=[CH:21][C:16]([C:17]([O:19][CH3:20])=[O:18])=[CH:15][C:14]=2[C:23]2([CH2:28][OH:29])[CH2:27][CH2:26][CH2:25][CH2:24]2)=[CH:7][C:8]([O:11][CH3:12])=[N:9][CH:10]=1, predict the reactants needed to synthesize it. The reactants are: O=[O+][O-].[F:4][C:5]1[C:6]([C:13]2[CH:22]=[CH:21][C:16]([C:17]([O:19][CH3:20])=[O:18])=[CH:15][C:14]=2[C:23]2([CH:28]=[O:29])[CH2:27][CH2:26][CH2:25][CH2:24]2)=[CH:7][C:8]([O:11][CH3:12])=[N:9][CH:10]=1.CO.[BH4-].[Na+]. (2) Given the product [CH3:20][C:21]1[O:25][C:24]([C:26]2[CH:31]=[CH:30][CH:29]=[CH:28][CH:27]=2)=[N:23][C:22]=1[CH2:32][O:33][C:34]1[CH:35]=[C:36]([CH:47]=[CH:48][CH:49]=1)[CH2:37][S:38][C:39]1[CH:40]=[C:41]([CH2:42][C:16]#[N:17])[CH:44]=[CH:45][CH:46]=1, predict the reactants needed to synthesize it. The reactants are: CC(C)([O-])C.[K+].C1(C)C(S([CH2:16][N+:17]#[C-])(=O)=O)=CC=CC=1.[CH3:20][C:21]1[O:25][C:24]([C:26]2[CH:31]=[CH:30][CH:29]=[CH:28][CH:27]=2)=[N:23][C:22]=1[CH2:32][O:33][C:34]1[CH:35]=[C:36]([CH:47]=[CH:48][CH:49]=1)[CH2:37][S:38][C:39]1[CH:40]=[C:41]([CH:44]=[CH:45][CH:46]=1)[CH:42]=O.CO. (3) Given the product [Br:1][C:2]1[C:3]([C:16]2[S:17][CH:18]=[C:19]([C:21]([F:22])([F:23])[F:24])[N:20]=2)=[CH:4][C:5]([NH:8][C:9]([NH:28][CH:25]([CH3:27])[CH3:26])=[O:15])=[N:6][CH:7]=1, predict the reactants needed to synthesize it. The reactants are: [Br:1][C:2]1[C:3]([C:16]2[S:17][CH:18]=[C:19]([C:21]([F:24])([F:23])[F:22])[N:20]=2)=[CH:4][C:5]([NH:8][C:9](=[O:15])OC(C)(C)C)=[N:6][CH:7]=1.[CH:25]([NH2:28])([CH3:27])[CH3:26].